Predict the reaction yield, written as a fraction of the theoretical maximum amount of product (1.0 means a 100% yield; for example, 0.34 means a 34% yield). From a dataset of Reaction yield outcomes from USPTO patents with 853,638 reactions. The reactants are [Cl:1][C:2]1[C:11]2[C:6](=[C:7]([N:13]3[C:17]([CH3:18])=[N:16][N:15]=[C:14]3[SH:19])[CH:8]=[CH:9][C:10]=2[CH3:12])[N:5]=[C:4]([O:20][CH3:21])[CH:3]=1.[CH3:22][C:23]1[CH:28]=[C:27]([S:29](=[O:32])(=[O:31])[NH2:30])[CH:26]=[CH:25][C:24]=1[NH:33][C:34](=[O:37])[CH2:35]Cl.C(=O)([O-])[O-].[K+].[K+].O. The catalyst is CN(C)C=O. The product is [Cl:1][C:2]1[C:11]2[C:6](=[C:7]([N:13]3[C:17]([CH3:18])=[N:16][N:15]=[C:14]3[S:19][CH2:35][C:34]([NH:33][C:24]3[CH:25]=[CH:26][C:27]([S:29](=[O:32])(=[O:31])[NH2:30])=[CH:28][C:23]=3[CH3:22])=[O:37])[CH:8]=[CH:9][C:10]=2[CH3:12])[N:5]=[C:4]([O:20][CH3:21])[CH:3]=1. The yield is 0.490.